From a dataset of Reaction yield outcomes from USPTO patents with 853,638 reactions. Predict the reaction yield, written as a fraction of the theoretical maximum amount of product (1.0 means a 100% yield; for example, 0.34 means a 34% yield). (1) The reactants are COC1C=CC(C[N:8]2[C:17]3[C:12](=[CH:13][CH:14]=[CH:15][N:16]=3)[C:11]([Cl:18])=[C:10]([C:19]#[N:20])[C:9]2=[O:21])=CC=1. The yield is 0.950. The product is [Cl:18][C:11]1[C:12]2[C:17](=[N:16][CH:15]=[CH:14][CH:13]=2)[NH:8][C:9](=[O:21])[C:10]=1[C:19]#[N:20]. The catalyst is C(O)(C(F)(F)F)=O. (2) The reactants are [NH2:1][CH2:2][C@H:3]1[CH2:8][CH2:7][C@H:6]([NH:9]C(=O)OC(C)(C)C)[CH2:5][CH2:4]1.C(N(CC)CC)C.Cl[C:25]([O:27][CH2:28][C:29]1[CH:34]=[CH:33][CH:32]=[CH:31][CH:30]=1)=[O:26]. The catalyst is C(Cl)Cl. The product is [NH2:9][C@H:6]1[CH2:5][CH2:4][C@H:3]([CH2:2][NH:1][C:25](=[O:26])[O:27][CH2:28][C:29]2[CH:34]=[CH:33][CH:32]=[CH:31][CH:30]=2)[CH2:8][CH2:7]1. The yield is 0.780. (3) The reactants are [C:1]([O:5][C:6]([N:8]([C@H:16]1[CH2:24][O:23][CH2:22][C@H:21]([O:25][CH2:26][CH:27]=[CH2:28])[C@@H:20]([O:29][CH2:30][CH:31]=[CH2:32])[C@H:19]([CH3:33])[O:18][C:17]1=[O:34])[C:9](=[O:15])[O:10][C:11]([CH3:14])([CH3:13])[CH3:12])=[O:7])([CH3:4])([CH3:3])[CH3:2]. The product is [C:1]([O:5][C:6]([N:8]([C@H:16]1[CH2:24][O:23][CH2:22][C@H:21]([O:25][CH2:26][CH2:27][CH3:28])[C@@H:20]([O:29][CH2:30][CH2:31][CH3:32])[C@H:19]([CH3:33])[O:18][C:17]1=[O:34])[C:9](=[O:15])[O:10][C:11]([CH3:13])([CH3:14])[CH3:12])=[O:7])([CH3:2])([CH3:3])[CH3:4]. The catalyst is CCOC(C)=O.[Pd]. The yield is 0.990. (4) The reactants are C(OC([N:8]1[CH2:13][CH2:12][N:11]([C:14]2[C:19]([C:20]([F:23])([F:22])[F:21])=[CH:18][CH:17]=[CH:16][N:15]=2)[CH2:10][CH2:9]1)=O)(C)(C)C.C(O)(C(F)(F)F)=O. The catalyst is ClCCl. The product is [F:23][C:20]([F:21])([F:22])[C:19]1[C:14]([N:11]2[CH2:10][CH2:9][NH:8][CH2:13][CH2:12]2)=[N:15][CH:16]=[CH:17][CH:18]=1. The yield is 0.960. (5) The reactants are [CH2:1]([NH:8][CH2:9][CH2:10][C:11]1[CH:25]=[CH:24][C:14]([O:15][C:16]2[CH:23]=[CH:22][C:19]([C:20]#[N:21])=[CH:18][N:17]=2)=[C:13]([CH3:26])[CH:12]=1)[C:2]1[CH:7]=[CH:6][CH:5]=[CH:4][CH:3]=1.OO.C([O-])([O-])=[O:30].[K+].[K+]. The catalyst is CS(C)=O. The product is [CH2:1]([NH:8][CH2:9][CH2:10][C:11]1[CH:25]=[CH:24][C:14]([O:15][C:16]2[CH:23]=[CH:22][C:19]([C:20]([NH2:21])=[O:30])=[CH:18][N:17]=2)=[C:13]([CH3:26])[CH:12]=1)[C:2]1[CH:3]=[CH:4][CH:5]=[CH:6][CH:7]=1. The yield is 0.520.